From a dataset of Catalyst prediction with 721,799 reactions and 888 catalyst types from USPTO. Predict which catalyst facilitates the given reaction. Reactant: Cl[C:2]1[N:3]=[C:4]([N:28]([CH2:30][C:31]2[CH:36]=[CH:35][C:34]([Cl:37])=[CH:33][CH:32]=2)[CH3:29])[S:5][C:6]=1[CH:7]([C:9]1[C:17]2[C:12](=[N:13][CH:14]=[CH:15][CH:16]=2)[N:11]([Si](C(C)C)(C(C)C)C(C)C)[CH:10]=1)[OH:8].C([SiH](CC)CC)C.FC(F)(F)C(O)=O. Product: [Cl:37][C:34]1[CH:35]=[CH:36][C:31]([CH2:30][N:28]([CH3:29])[C:4]2[S:5][C:6]([C:7]([C:9]3[C:17]4[C:12](=[N:13][CH:14]=[CH:15][CH:16]=4)[NH:11][CH:10]=3)=[O:8])=[CH:2][N:3]=2)=[CH:32][CH:33]=1. The catalyst class is: 10.